This data is from Full USPTO retrosynthesis dataset with 1.9M reactions from patents (1976-2016). The task is: Predict the reactants needed to synthesize the given product. (1) Given the product [CH2:27]([O:29][C:30](=[O:52])[CH2:31][N:32]1[C:40]2[C:35](=[CH:36][CH:37]=[CH:38][CH:39]=2)[C:34]([C:41]2[C:49]([OH:50])=[CH:48][C:44]3[O:45][CH2:46][O:47][C:43]=3[CH:42]=2)([CH2:5][OH:16])[C:33]1=[O:51])[CH3:28], predict the reactants needed to synthesize it. The reactants are: BrC1C=CC=C2C=1C(C1C(O)=CC3OCOC=3C=1)[C:5](=[O:16])N2CCCCC.[CH2:27]([O:29][C:30](=[O:52])[CH2:31][N:32]1[C:40]2[C:35](=[CH:36][CH:37]=[CH:38][CH:39]=2)[CH:34]([C:41]2[C:49]([OH:50])=[CH:48][C:44]3[O:45][CH2:46][O:47][C:43]=3[CH:42]=2)[C:33]1=[O:51])[CH3:28]. (2) Given the product [CH3:8][C:6]1[CH:5]=[C:4]([CH3:9])[N:3]=[C:2]([CH:11]=[CH:10][C:12]2[C:20]3[C:15](=[CH:16][C:17]([N+:21]([O-:23])=[O:22])=[CH:18][CH:19]=3)[N:14]([CH:24]3[CH2:29][CH2:28][CH2:27][CH2:26][O:25]3)[N:13]=2)[CH:7]=1, predict the reactants needed to synthesize it. The reactants are: Br[C:2]1[CH:7]=[C:6]([CH3:8])[CH:5]=[C:4]([CH3:9])[N:3]=1.[CH:10]([C:12]1[C:20]2[C:15](=[CH:16][C:17]([N+:21]([O-:23])=[O:22])=[CH:18][CH:19]=2)[N:14]([CH:24]2[CH2:29][CH2:28][CH2:27][CH2:26][O:25]2)[N:13]=1)=[CH2:11].C1(C)C=CC=CC=1P(C1C=CC=CC=1C)C1C=CC=CC=1C.C(N(C(C)C)CC)(C)C. (3) Given the product [Cl-:1].[Cl:1][C:2]1[C:7]([CH3:8])=[CH:6][C:5]([C:10]([F:11])([F:12])[F:13])=[CH:4][N:3]=1, predict the reactants needed to synthesize it. The reactants are: [Cl:1][C:2]1[C:7]([CH2:8]O)=[CH:6][C:5]([C:10]([F:13])([F:12])[F:11])=[CH:4][N:3]=1.O=S(Cl)Cl.O. (4) Given the product [CH3:1][O:2][C:3]1[CH:4]=[C:5]2[C:10](=[CH:11][C:12]=1[O:13][CH3:14])[N:9]=[CH:8][N:7]=[C:6]2[O:15][C:16]1[CH:22]=[CH:21][C:19]([NH:20][C:36]([NH:35][C:33](=[O:34])[C:30]2[CH:31]=[CH:32][C:27]([CH3:26])=[CH:28][CH:29]=2)=[S:37])=[CH:18][CH:17]=1, predict the reactants needed to synthesize it. The reactants are: [CH3:1][O:2][C:3]1[CH:4]=[C:5]2[C:10](=[CH:11][C:12]=1[O:13][CH3:14])[N:9]=[CH:8][N:7]=[C:6]2[O:15][C:16]1[CH:22]=[CH:21][C:19]([NH2:20])=[CH:18][CH:17]=1.C(O)C.[CH3:26][C:27]1[CH:32]=[CH:31][C:30]([C:33]([N:35]=[C:36]=[S:37])=[O:34])=[CH:29][CH:28]=1. (5) The reactants are: [Cl:1][C:2]1[CH:10]=[C:9]([Cl:11])[CH:8]=[CH:7][C:3]=1[C:4]([OH:6])=O.[F:12][C:13]1([F:29])[CH2:18][CH2:17][N:16]([CH:19]([C:22]2[CH:23]=[N:24][C:25]([CH3:28])=[N:26][CH:27]=2)[CH2:20][NH2:21])[CH2:15][CH2:14]1. Given the product [Cl:1][C:2]1[CH:10]=[C:9]([Cl:11])[CH:8]=[CH:7][C:3]=1[C:4]([NH:21][CH2:20][CH:19]([N:16]1[CH2:15][CH2:14][C:13]([F:29])([F:12])[CH2:18][CH2:17]1)[C:22]1[CH:23]=[N:24][C:25]([CH3:28])=[N:26][CH:27]=1)=[O:6], predict the reactants needed to synthesize it. (6) Given the product [N:14]1([C@@H:11]2[CH2:10][CH2:9][C@H:8]([NH:7][C:6](=[O:15])[O:5][C:1]([CH3:4])([CH3:2])[CH3:3])[CH2:13][CH2:12]2)[CH2:20][CH2:19][CH2:18][CH2:17]1, predict the reactants needed to synthesize it. The reactants are: [C:1]([O:5][C:6](=[O:15])[NH:7][C@H:8]1[CH2:13][CH2:12][C@@H:11]([NH2:14])[CH2:10][CH2:9]1)([CH3:4])([CH3:3])[CH3:2].Br[CH2:17][CH2:18][CH2:19][CH2:20]Br.C(=O)([O-])O.[K+].